This data is from Catalyst prediction with 721,799 reactions and 888 catalyst types from USPTO. The task is: Predict which catalyst facilitates the given reaction. (1) Reactant: C[O:2][C:3]1[N:8]=[C:7](S(C)(=O)=O)[N:6]=[C:5]([C:13]2[CH:29]=[CH:28][C:16]3[NH:17][C:18]([NH:20][C:21]([C:23]4[S:24][CH:25]=[CH:26][CH:27]=4)=[O:22])=[N:19][C:15]=3[CH:14]=2)[CH:4]=1.[CH3:30][N:31]([CH3:36])[CH2:32][CH2:33][CH2:34][NH2:35]. Product: [CH3:30][N:31]([CH3:36])[CH2:32][CH2:33][CH2:34][NH:35][C:7]1[NH:8][C:3](=[O:2])[CH:4]=[C:5]([C:13]2[CH:29]=[CH:28][C:16]3[NH:17][C:18]([NH:20][C:21]([C:23]4[S:24][CH:25]=[CH:26][CH:27]=4)=[O:22])=[N:19][C:15]=3[CH:14]=2)[N:6]=1. The catalyst class is: 6. (2) Reactant: [F:1][C:2]1[CH:3]=[C:4]([C@H:10]2[CH2:14][O:13]C(=O)[N:11]2[C:16]2[CH:21]=[CH:20][N:19]3[N:22]=[CH:23][C:24]([C:25]([O:27]CC)=[O:26])=[C:18]3[N:17]=2)[C:5]([O:8][CH3:9])=[N:6][CH:7]=1.CO.C1COCC1.O.[OH-].[Li+]. Product: [F:1][C:2]1[CH:3]=[C:4]([C@H:10]([NH:11][C:16]2[CH:21]=[CH:20][N:19]3[N:22]=[CH:23][C:24]([C:25]([OH:27])=[O:26])=[C:18]3[N:17]=2)[CH2:14][OH:13])[C:5]([O:8][CH3:9])=[N:6][CH:7]=1. The catalyst class is: 6. (3) Reactant: [Cl:1][C:2]1[C:3]([O:11][CH2:12][C:13]([F:16])([F:15])[F:14])=[N:4][CH:5]=[C:6]([N+:8]([O-])=O)[CH:7]=1.Cl. Product: [Cl:1][C:2]1[C:3]([O:11][CH2:12][C:13]([F:15])([F:16])[F:14])=[N:4][CH:5]=[C:6]([NH2:8])[CH:7]=1. The catalyst class is: 190. (4) Reactant: [F:1][C:2]1([F:37])[CH2:7][CH2:6][N:5]([C:8]2[O:9][C:10]([C@@H:27]3[CH2:32][CH2:31][CH2:30][CH2:29][C@H:28]3[C:33]([O:35]C)=[O:34])=[C:11]([C:13]3[CH:18]=[CH:17][C:16]([N:19]4[CH2:24][CH2:23][S:22](=[O:26])(=[O:25])[CH2:21][CH2:20]4)=[CH:15][CH:14]=3)[N:12]=2)[CH2:4][CH2:3]1.[OH-].[Na+]. Product: [F:37][C:2]1([F:1])[CH2:3][CH2:4][N:5]([C:8]2[O:9][C:10]([C@@H:27]3[CH2:32][CH2:31][CH2:30][CH2:29][C@H:28]3[C:33]([OH:35])=[O:34])=[C:11]([C:13]3[CH:18]=[CH:17][C:16]([N:19]4[CH2:24][CH2:23][S:22](=[O:26])(=[O:25])[CH2:21][CH2:20]4)=[CH:15][CH:14]=3)[N:12]=2)[CH2:6][CH2:7]1. The catalyst class is: 92.